Dataset: Forward reaction prediction with 1.9M reactions from USPTO patents (1976-2016). Task: Predict the product of the given reaction. Given the reactants [C:1]([C:3]1[S:4][C:5]2[CH:11]=[C:10]([OH:12])[CH:9]=[CH:8][C:6]=2[N:7]=1)#[N:2].[CH2:13](Br)[CH:14]=[CH2:15], predict the reaction product. The product is: [CH2:15]([O:12][C:10]1[CH:9]=[CH:8][C:6]2[N:7]=[C:3]([C:1]#[N:2])[S:4][C:5]=2[CH:11]=1)[CH:14]=[CH2:13].